Dataset: Catalyst prediction with 721,799 reactions and 888 catalyst types from USPTO. Task: Predict which catalyst facilitates the given reaction. (1) Reactant: [NH2:1][C:2]1[N:7]=[CH:6][C:5]([C:8](=[O:11])[CH2:9][CH3:10])=[CH:4][CH:3]=1.[F:12][C:13]1[CH:14]=[N:15][CH:16]=[C:17]([C:21]=1[CH3:22])[C:18](O)=[O:19].C(Cl)CCl. Product: [F:12][C:13]1[CH:14]=[N:15][CH:16]=[C:17]([C:21]=1[CH3:22])[C:18]([NH:1][C:2]1[CH:3]=[CH:4][C:5]([C:8](=[O:11])[CH2:9][CH3:10])=[CH:6][N:7]=1)=[O:19]. The catalyst class is: 64. (2) Reactant: [CH3:1][O:2][C:3]1[CH:4]=[C:5]2[C:9](=[CH:10][CH:11]=1)[C:8](=O)[CH2:7][CH2:6]2.Br[CH:14]([CH2:19][CH3:20])[C:15]([O:17][CH3:18])=[O:16].Cl. Product: [CH3:1][O:2][C:3]1[CH:4]=[C:5]2[C:9]([C:8]([CH:14]([CH2:19][CH3:20])[C:15]([O:17][CH3:18])=[O:16])=[CH:7][CH2:6]2)=[CH:10][CH:11]=1. The catalyst class is: 324. (3) Reactant: [CH2:1]=[C:2]1[S:6][C:5](=[NH:7])[N:4]([C:8]2[CH:21]=[CH:20][C:11]3[O:12][C:13]([F:19])([F:18])[C:14]([F:17])([F:16])[O:15][C:10]=3[CH:9]=2)[CH2:3]1.CCN(C(C)C)C(C)C.[CH3:31][C:32]([CH3:38])([CH3:37])[CH2:33][C:34](Cl)=[O:35]. Product: [CH3:31][C:32]([CH3:38])([CH3:37])[CH2:33][C:34](/[N:7]=[C:5]1\[S:6][C:2](=[CH2:1])[CH2:3][N:4]\1[C:8]1[CH:21]=[CH:20][C:11]2[O:12][C:13]([F:19])([F:18])[C:14]([F:16])([F:17])[O:15][C:10]=2[CH:9]=1)=[O:35]. The catalyst class is: 291.